The task is: Regression/Classification. Given a drug SMILES string, predict its absorption, distribution, metabolism, or excretion properties. Task type varies by dataset: regression for continuous measurements (e.g., permeability, clearance, half-life) or binary classification for categorical outcomes (e.g., BBB penetration, CYP inhibition). Dataset: rlm.. This data is from Rat liver microsome stability data. (1) The molecule is Cc1c(Nc2c(C#N)cncc2C=Cc2ccc(CN3CCN(C)CC3)cn2)ccc2[nH]ccc12. The result is 1 (stable in rat liver microsomes). (2) The compound is OC(CCN1CCCCC1)c1ccc(-c2ccccc2)cc1. The result is 1 (stable in rat liver microsomes).